Dataset: Reaction yield outcomes from USPTO patents with 853,638 reactions. Task: Predict the reaction yield, written as a fraction of the theoretical maximum amount of product (1.0 means a 100% yield; for example, 0.34 means a 34% yield). The reactants are [C:1]12([C:13]([O:15]C)=[O:14])[CH2:8][CH2:7][C:4]([C:9]([O:11][CH3:12])=[O:10])([CH2:5][CH2:6]1)[CH2:3][CH2:2]2.[OH-].[K+]. The catalyst is CO.O. The product is [CH3:12][O:11][C:9]([C:4]12[CH2:7][CH2:8][C:1]([C:13]([OH:15])=[O:14])([CH2:6][CH2:5]1)[CH2:2][CH2:3]2)=[O:10]. The yield is 0.550.